The task is: Binary Classification. Given a T-cell receptor sequence (or CDR3 region) and an epitope sequence, predict whether binding occurs between them.. This data is from TCR-epitope binding with 47,182 pairs between 192 epitopes and 23,139 TCRs. (1) The epitope is LVLSVNPYV. The TCR CDR3 sequence is CASSGTGNTGELFF. Result: 1 (the TCR binds to the epitope). (2) The epitope is NEGVKAAW. The TCR CDR3 sequence is CASSLGASTDTQYF. Result: 1 (the TCR binds to the epitope). (3) The epitope is KRWIILGLNK. The TCR CDR3 sequence is CASSRYQTEAFF. Result: 1 (the TCR binds to the epitope). (4) The epitope is LLLGIGILV. The TCR CDR3 sequence is CASINEGLGQPQHF. Result: 1 (the TCR binds to the epitope). (5) The epitope is KLVALGINAV. The TCR CDR3 sequence is CASRMTAATIYEQYF. Result: 0 (the TCR does not bind to the epitope). (6) The TCR CDR3 sequence is CASSLTSSSYNEQFF. Result: 0 (the TCR does not bind to the epitope). The epitope is QVPLRPMTYK. (7) The epitope is FPPTSFGPL. The TCR CDR3 sequence is CASSLGPDYEQYF. Result: 0 (the TCR does not bind to the epitope).